Dataset: Retrosynthesis with 50K atom-mapped reactions and 10 reaction types from USPTO. Task: Predict the reactants needed to synthesize the given product. Given the product CCCOc1ccc2c(-c3cccnc3)csc2c1, predict the reactants needed to synthesize it. The reactants are: CCCBr.Oc1ccc2c(-c3cccnc3)csc2c1.